This data is from In vitro SARS-CoV-2 activity screen of 1,480 approved drugs from Prestwick library. The task is: Binary Classification. Given a drug SMILES string, predict its activity (active/inactive) in a high-throughput screening assay against a specified biological target. The compound is CCc1nn(CCCN2CCN(c3cccc(Cl)c3)CC2)c(=O)n1CCOc1ccccc1.Cl. The result is 0 (inactive).